Dataset: Forward reaction prediction with 1.9M reactions from USPTO patents (1976-2016). Task: Predict the product of the given reaction. (1) Given the reactants Br[C:2]1[CH:7]=[CH:6][C:5]([CH:8]([N:13]2[CH2:27][CH2:26][C:16]3([O:21][CH2:20][C:19](=[O:22])[N:18]([CH:23]4[CH2:25][CH2:24]4)[CH2:17]3)[CH2:15][CH2:14]2)[C:9]([O:11][CH3:12])=[O:10])=[C:4]([F:28])[CH:3]=1.CC1(C)C(C)(C)OB(B2OC(C)(C)C(C)(C)O2)O1.C([O-])(=O)C.[K+].Br[C:53]1[CH:62]=[C:61]2[C:56]([CH:57]=[C:58]([O:63][CH3:64])[CH:59]=[N:60]2)=[CH:55][CH:54]=1.C(=O)([O-])[O-].[K+].[K+], predict the reaction product. The product is: [CH:23]1([N:18]2[CH2:17][C:16]3([CH2:26][CH2:27][N:13]([CH:8]([C:5]4[CH:6]=[CH:7][C:2]([C:53]5[CH:62]=[C:61]6[C:56]([CH:57]=[C:58]([O:63][CH3:64])[CH:59]=[N:60]6)=[CH:55][CH:54]=5)=[CH:3][C:4]=4[F:28])[C:9]([O:11][CH3:12])=[O:10])[CH2:14][CH2:15]3)[O:21][CH2:20][C:19]2=[O:22])[CH2:25][CH2:24]1. (2) Given the reactants [Br:1][C:2]1[CH:3]=[N:4][C:5]2[N:6]([N:8]=[C:9]([C:11]([N:13]3[CH2:19][CH2:18][C:17]4[S:20][C:21](=[O:23])[NH:22][C:16]=4[CH2:15][CH2:14]3)=[O:12])[CH:10]=2)[CH:7]=1.[CH3:24]I.[H-].[Na+], predict the reaction product. The product is: [Br:1][C:2]1[CH:3]=[N:4][C:5]2[N:6]([N:8]=[C:9]([C:11]([N:13]3[CH2:19][CH2:18][C:17]4[S:20][C:21](=[O:23])[N:22]([CH3:24])[C:16]=4[CH2:15][CH2:14]3)=[O:12])[CH:10]=2)[CH:7]=1.